Task: Predict the reactants needed to synthesize the given product.. Dataset: Full USPTO retrosynthesis dataset with 1.9M reactions from patents (1976-2016) (1) Given the product [Cl:1][C:2]1[CH:3]=[CH:4][C:5]([NH:8][C:9](=[O:15])[O:10][C:11]([CH3:12])([CH3:14])[CH3:13])=[C:6]([CH:27]([C:26]2[CH:29]=[C:22]([Cl:21])[CH:23]=[C:24]([O:32][CH3:33])[C:25]=2[O:30][CH3:31])[OH:28])[CH:7]=1, predict the reactants needed to synthesize it. The reactants are: [Cl:1][C:2]1[CH:7]=[CH:6][C:5]([NH:8][C:9](=[O:15])[O:10][C:11]([CH3:14])([CH3:13])[CH3:12])=[CH:4][CH:3]=1.C([Li])(CC)C.[Cl:21][C:22]1[CH:23]=[C:24]([O:32][CH3:33])[C:25]([O:30][CH3:31])=[C:26]([CH:29]=1)[CH:27]=[O:28].[Cl-].[NH4+]. (2) Given the product [CH3:1][C@@H:2]1[CH2:6][N:5]([C:7]([O:9][C:10]([CH3:13])([CH3:12])[CH3:11])=[O:8])[C@H:4]([C:14]([O:16][CH2:17][C:18]([C:20]2[CH:21]=[CH:22][C:23]3[C:32]4[CH:31]=[C:30]5[CH2:33][CH2:34][CH:35]([O:57][C:55]([C@@H:48]6[CH2:49][C@H:50]([CH2:52][O:53][CH3:54])[CH2:51][N:47]6[C:45]([O:44][C:40]([CH3:43])([CH3:42])[CH3:41])=[O:46])=[O:56])[C:36](=[O:37])[C:29]5=[CH:28][C:27]=4[O:26][CH2:25][C:24]=3[CH:39]=2)=[O:19])=[O:15])[CH2:3]1, predict the reactants needed to synthesize it. The reactants are: [CH3:1][C@@H:2]1[CH2:6][N:5]([C:7]([O:9][C:10]([CH3:13])([CH3:12])[CH3:11])=[O:8])[C@H:4]([C:14]([O:16][CH2:17][C:18]([C:20]2[CH:21]=[CH:22][C:23]3[C:32]4[CH:31]=[C:30]5[CH2:33][CH2:34][CH:35](Br)[C:36](=[O:37])[C:29]5=[CH:28][C:27]=4[O:26][CH2:25][C:24]=3[CH:39]=2)=[O:19])=[O:15])[CH2:3]1.[C:40]([O:44][C:45]([N:47]1[CH2:51][C@@H:50]([CH2:52][O:53][CH3:54])[CH2:49][C@H:48]1[C:55]([OH:57])=[O:56])=[O:46])([CH3:43])([CH3:42])[CH3:41].C([O-])([O-])=O.[Cs+].[Cs+]. (3) Given the product [Br:10][C:11]1[CH:19]=[CH:18][C:17]([F:20])=[CH:16][C:12]=1[C:13]([N:64]1[CH2:65][CH2:66][N:61]([C:43](=[O:42])[CH2:44][NH:45][C:46](=[O:60])[C:47]2[CH:48]=[CH:49][C:50]([NH:53][C:54]3[CH:55]=[CH:56][CH:57]=[CH:58][CH:59]=3)=[CH:51][CH:52]=2)[CH2:62][CH2:63]1)=[O:15], predict the reactants needed to synthesize it. The reactants are: CCN(C(C)C)C(C)C.[Br:10][C:11]1[CH:19]=[CH:18][C:17]([F:20])=[CH:16][C:12]=1[C:13]([OH:15])=O.CCN=C=NCCCN(C)C.C1C=CC2N(O)N=NC=2C=1.[O:42]=[C:43]([N:61]1[CH2:66][CH2:65][NH:64][CH2:63][CH2:62]1)[CH2:44][NH:45][C:46](=[O:60])[C:47]1[CH:52]=[CH:51][C:50]([NH:53][C:54]2[CH:59]=[CH:58][CH:57]=[CH:56][CH:55]=2)=[CH:49][CH:48]=1.Cl. (4) Given the product [Br:24][CH2:1][C:2]1[O:6][C:5]([C:7]2[CH:12]=[CH:11][CH:10]=[C:9]([C:13]([F:16])([F:14])[F:15])[CH:8]=2)=[N:4][CH:3]=1, predict the reactants needed to synthesize it. The reactants are: [CH3:1][C:2]1[O:6][C:5]([C:7]2[CH:12]=[CH:11][CH:10]=[C:9]([C:13]([F:16])([F:15])[F:14])[CH:8]=2)=[N:4][CH:3]=1.C1C(=O)N([Br:24])C(=O)C1.C(OOC(=O)C1C=CC=CC=1)(=O)C1C=CC=CC=1. (5) Given the product [CH3:1][C:2]1[CH:6]=[CH:5][O:4][C:3]=1[C:7]([NH:43][C:44]1[CH:49]=[CH:48][C:47]([CH:50]2[CH2:64][N:54]3[C:55](=[O:63])[NH:56][C:57]4[CH:58]=[CH:59][CH:60]=[CH:61][C:62]=4[C:53]3=[N:52][CH2:51]2)=[CH:46][CH:45]=1)=[O:9], predict the reactants needed to synthesize it. The reactants are: [CH3:1][C:2]1[CH:6]=[CH:5][O:4][C:3]=1[C:7]([OH:9])=O.C(N(CC)C(C)C)(C)C.CN(C(ON1N=NC2C=CC=CC1=2)=[N+](C)C)C.F[P-](F)(F)(F)(F)F.[NH2:43][C:44]1[CH:49]=[CH:48][C:47]([CH:50]2[CH2:64][N:54]3[C:55](=[O:63])[NH:56][C:57]4[CH:58]=[CH:59][CH:60]=[CH:61][C:62]=4[C:53]3=[N:52][CH2:51]2)=[CH:46][CH:45]=1. (6) Given the product [CH2:1]([O:3][C:4]([CH:6]1[CH2:11][CH2:10][N:9]([C:19]2[CH:18]=[CH:17][CH:16]=[C:15]([N+:12]([O-:14])=[O:13])[CH:20]=2)[CH2:8][CH2:7]1)=[O:5])[CH3:2], predict the reactants needed to synthesize it. The reactants are: [CH2:1]([O:3][C:4]([CH:6]1[CH2:11][CH2:10][NH:9][CH2:8][CH2:7]1)=[O:5])[CH3:2].[N+:12]([C:15]1[CH:16]=[C:17](B(O)O)[CH:18]=[CH:19][CH:20]=1)([O-:14])=[O:13].N1C=CC=CC=1.C(O)(=O)CC(CC(O)=O)(C(O)=O)O.